Dataset: Reaction yield outcomes from USPTO patents with 853,638 reactions. Task: Predict the reaction yield, written as a fraction of the theoretical maximum amount of product (1.0 means a 100% yield; for example, 0.34 means a 34% yield). (1) The reactants are [NH2:1][C:2]1[C:7]([C:8]#[C:9][Si](C)(C)C)=[CH:6][C:5]([N+:14]([O-:16])=[O:15])=[C:4]([C:17]2[CH:22]=[C:21]([C:23]#[CH:24])[CH:20]=[CH:19][N:18]=2)[CH:3]=1.C([O-])([O-])=O.[K+].[K+]. The catalyst is CO.C(Cl)Cl.O. The product is [NH2:1][C:2]1[C:7]([C:8]#[CH:9])=[CH:6][C:5]([N+:14]([O-:16])=[O:15])=[C:4]([C:17]2[CH:22]=[C:21]([C:23]#[CH:24])[CH:20]=[CH:19][N:18]=2)[CH:3]=1. The yield is 0.880. (2) The reactants are C(N(CC)CC)C.[OH:8][CH2:9][CH2:10][N:11]1[CH:15]=[C:14]([I:16])[CH:13]=[C:12]1[CH:17]=[O:18].[CH3:19][C:20]1[CH:25]=[CH:24][C:23]([S:26](Cl)(=[O:28])=[O:27])=[CH:22][CH:21]=1.O. The catalyst is ClCCl. The product is [CH3:19][C:20]1[CH:25]=[CH:24][C:23]([S:26]([O:8][CH2:9][CH2:10][N:11]2[CH:15]=[C:14]([I:16])[CH:13]=[C:12]2[CH:17]=[O:18])(=[O:28])=[O:27])=[CH:22][CH:21]=1. The yield is 0.720. (3) The reactants are [N:1]([C@@H:4]1[C@@H:10]([O:11][CH2:12][C:13]2[CH:18]=[CH:17][C:16]([O:19][CH3:20])=[CH:15][CH:14]=2)[C@H:9]([O:21][CH2:22][C:23]2[CH:28]=[CH:27][C:26]([O:29][CH3:30])=[CH:25][CH:24]=2)[C@@H:8]([CH2:31][O:32][CH2:33][C:34]2[CH:39]=[CH:38][C:37]([O:40][CH3:41])=[CH:36][CH:35]=2)[O:7][CH:5]1[OH:6])=[N+]=[N-].SC[C@H]([C@@H](CS)O)O.C(N(CC)CC)C.C(OCC)C. The catalyst is CN(C=O)C.C(OCC)(=O)C. The product is [NH2:1][C@@H:4]1[C@@H:10]([O:11][CH2:12][C:13]2[CH:18]=[CH:17][C:16]([O:19][CH3:20])=[CH:15][CH:14]=2)[C@H:9]([O:21][CH2:22][C:23]2[CH:28]=[CH:27][C:26]([O:29][CH3:30])=[CH:25][CH:24]=2)[C@@H:8]([CH2:31][O:32][CH2:33][C:34]2[CH:35]=[CH:36][C:37]([O:40][CH3:41])=[CH:38][CH:39]=2)[O:7][CH:5]1[OH:6]. The yield is 0.690. (4) The reactants are [F:1][C:2]1[CH:7]=[CH:6][C:5]([C:8]2[C:12]([CH2:13][O:14][C:15]3[CH:23]=[CH:22][C:18]([C:19]([OH:21])=O)=[CH:17][N:16]=3)=[C:11]([CH3:24])[O:10][N:9]=2)=[CH:4][CH:3]=1.[CH:25]([NH2:28])([CH3:27])[CH3:26]. No catalyst specified. The product is [F:1][C:2]1[CH:3]=[CH:4][C:5]([C:8]2[C:12]([CH2:13][O:14][C:15]3[CH:23]=[CH:22][C:18]([C:19]([NH:28][CH:25]([CH3:27])[CH3:26])=[O:21])=[CH:17][N:16]=3)=[C:11]([CH3:24])[O:10][N:9]=2)=[CH:6][CH:7]=1. The yield is 0.790.